From a dataset of Full USPTO retrosynthesis dataset with 1.9M reactions from patents (1976-2016). Predict the reactants needed to synthesize the given product. (1) Given the product [Cl:20][C:4]1[C:5]2[N:10]=[CH:9][CH:8]=[CH:7][C:6]=2[N:1]=[CH:2][N:3]=1, predict the reactants needed to synthesize it. The reactants are: [N:1]1[C:6]2[CH:7]=[CH:8][CH:9]=[N:10][C:5]=2[C:4](O)=[N:3][CH:2]=1.CN(C=O)C.C(Cl)(=O)C([Cl:20])=O. (2) Given the product [N:39]1([CH2:43][CH2:44][O:1][C:2]2[CH:3]=[CH:4][C:5]([CH2:6][N:8]([CH:34]([CH3:36])[CH3:35])[C:9]3[CH:14]=[C:13]([O:15][CH3:16])[CH:12]=[CH:11][C:10]=3[CH:17]3[CH2:26][CH2:25][C:24]4[CH:23]=[C:22]([OH:27])[CH:21]=[CH:20][C:19]=4[CH2:18]3)=[CH:37][CH:38]=2)[CH2:42][CH2:41][CH2:40]1, predict the reactants needed to synthesize it. The reactants are: [OH:1][C:2]1[CH:38]=[CH:37][C:5]([C:6]([N:8]([CH:34]([CH3:36])[CH3:35])[C:9]2[CH:14]=[C:13]([O:15][CH3:16])[CH:12]=[CH:11][C:10]=2[CH:17]2[CH2:26][CH2:25][C:24]3[CH:23]=[C:22]([O:27]C(=O)C(C)(C)C)[CH:21]=[CH:20][C:19]=3[CH2:18]2)=O)=[CH:4][CH:3]=1.[N:39]1([C:43](=O)[CH2:44]Cl)[CH2:42][CH2:41][CH2:40]1.